This data is from Forward reaction prediction with 1.9M reactions from USPTO patents (1976-2016). The task is: Predict the product of the given reaction. (1) Given the reactants [NH2:1][C:2]1[CH:3]=[C:4]([C:8]2[C:17]3[C:12](=[C:13]([C:18]([F:21])([F:20])[F:19])[CH:14]=[CH:15][CH:16]=3)[N:11]=[CH:10][C:9]=2[C:22]([C:24]2[CH:29]=[CH:28][CH:27]=[CH:26][CH:25]=2)=[O:23])[CH:5]=[CH:6][CH:7]=1.[N+:30]([C:33]1[CH:38]=[CH:37][CH:36]=[CH:35][C:34]=1[N:39]=[C:40]=[O:41])([O-:32])=[O:31], predict the reaction product. The product is: [C:22]([C:9]1[CH:10]=[N:11][C:12]2[C:17]([C:8]=1[C:4]1[CH:3]=[C:2]([NH:1][C:40]([NH:39][C:34]3[CH:35]=[CH:36][CH:37]=[CH:38][C:33]=3[N+:30]([O-:32])=[O:31])=[O:41])[CH:7]=[CH:6][CH:5]=1)=[CH:16][CH:15]=[CH:14][C:13]=2[C:18]([F:21])([F:19])[F:20])(=[O:23])[C:24]1[CH:25]=[CH:26][CH:27]=[CH:28][CH:29]=1. (2) Given the reactants [OH:1][C:2]([CH3:8])([CH3:7])[CH2:3][C:4]([OH:6])=[O:5].O1[B:14]([C@@H:15]([NH:20][C:21](=[O:34])[CH2:22][NH:23][C:24](=[O:33])[C:25]2[CH:30]=[C:29]([Cl:31])[CH:28]=[CH:27][C:26]=2[Cl:32])[CH2:16][CH:17]([CH3:19])[CH3:18])O[B:14]([C@@H:15]([NH:20][C:21](=[O:34])[CH2:22][NH:23][C:24](=[O:33])[C:25]2[CH:30]=[C:29]([Cl:31])[CH:28]=[CH:27][C:26]=2[Cl:32])[CH2:16][CH:17]([CH3:19])[CH3:18])O[B:14]1[C@@H:15]([NH:20][C:21](=[O:34])[CH2:22][NH:23][C:24](=[O:33])[C:25]1[CH:30]=[C:29]([Cl:31])[CH:28]=[CH:27][C:26]=1[Cl:32])[CH2:16][CH:17]([CH3:19])[CH3:18], predict the reaction product. The product is: [Cl:32][C:26]1[CH:27]=[CH:28][C:29]([Cl:31])=[CH:30][C:25]=1[C:24]([NH:23][CH2:22][C:21]([NH:20][C@H:15]([B:14]1[O:1][C:2]([CH3:8])([CH3:7])[CH2:3][C:4](=[O:6])[O:5]1)[CH2:16][CH:17]([CH3:19])[CH3:18])=[O:34])=[O:33]. (3) The product is: [C:32]([O:31][C:29](=[O:30])[NH:1][C:2]1[CH:7]=[CH:6][C:5]([S:8][C:9]2[CH:14]=[CH:13][C:12]([S:15](=[O:16])(=[O:17])[NH:18][C:19]3[CH:24]=[CH:23][C:22]([Br:25])=[CH:21][CH:20]=3)=[CH:11][C:10]=2[N+:26]([O-:28])=[O:27])=[CH:4][CH:3]=1)([CH3:35])([CH3:34])[CH3:33]. Given the reactants [NH2:1][C:2]1[CH:7]=[CH:6][C:5]([S:8][C:9]2[CH:14]=[CH:13][C:12]([S:15]([NH:18][C:19]3[CH:24]=[CH:23][C:22]([Br:25])=[CH:21][CH:20]=3)(=[O:17])=[O:16])=[CH:11][C:10]=2[N+:26]([O-:28])=[O:27])=[CH:4][CH:3]=1.[C:29](O[C:29]([O:31][C:32]([CH3:35])([CH3:34])[CH3:33])=[O:30])([O:31][C:32]([CH3:35])([CH3:34])[CH3:33])=[O:30], predict the reaction product. (4) Given the reactants [I-:1].[Na+].[F:3][C:4]1[CH:9]=[CH:8][C:7]([CH:10]([C:15]2[CH:20]=[CH:19][C:18]([F:21])=[CH:17][CH:16]=2)[CH2:11][CH2:12][CH2:13]Cl)=[CH:6][CH:5]=1, predict the reaction product. The product is: [F:3][C:4]1[CH:9]=[CH:8][C:7]([CH:10]([C:15]2[CH:20]=[CH:19][C:18]([F:21])=[CH:17][CH:16]=2)[CH2:11][CH2:12][CH2:13][I:1])=[CH:6][CH:5]=1. (5) The product is: [F:20][C:19]1[CH:18]=[C:17]2[C:12]([CH2:13][CH2:14][C:15](=[O:22])[N:16]2[CH3:21])=[CH:11][C:10]=1[C:6]1[C:5]([CH3:23])=[C:4]([CH2:3][NH:2][C:31]([C:26]2[C:25]([Cl:24])=[CH:30][CH:29]=[CH:28][N:27]=2)=[O:32])[CH:9]=[N:8][CH:7]=1. Given the reactants Cl.[NH2:2][CH2:3][C:4]1[C:5]([CH3:23])=[C:6]([C:10]2[CH:11]=[C:12]3[C:17](=[CH:18][C:19]=2[F:20])[N:16]([CH3:21])[C:15](=[O:22])[CH2:14][CH2:13]3)[CH:7]=[N:8][CH:9]=1.[Cl:24][C:25]1[C:26]([C:31](O)=[O:32])=[N:27][CH:28]=[CH:29][CH:30]=1, predict the reaction product. (6) Given the reactants [N:1]1([CH2:6][CH2:7][CH2:8][CH2:9][C:10]2[CH:25]=[CH:24][C:13]([O:14][CH2:15][C:16]3[O:17][CH:18]=[C:19]([C:21]([OH:23])=O)[N:20]=3)=[CH:12][CH:11]=2)[CH:5]=[CH:4][N:3]=[N:2]1.[F:26][CH:27]([F:36])[O:28][C:29]1[CH:34]=[CH:33][C:32]([NH2:35])=[CH:31][CH:30]=1, predict the reaction product. The product is: [F:26][CH:27]([F:36])[O:28][C:29]1[CH:30]=[CH:31][C:32]([NH:35][C:21]([C:19]2[N:20]=[C:16]([CH2:15][O:14][C:13]3[CH:12]=[CH:11][C:10]([CH2:9][CH2:8][CH2:7][CH2:6][N:1]4[CH:5]=[CH:4][N:3]=[N:2]4)=[CH:25][CH:24]=3)[O:17][CH:18]=2)=[O:23])=[CH:33][CH:34]=1. (7) Given the reactants [CH3:1][C:2]1[CH:6]=[C:5]([CH2:7][C:8](O)=O)[O:4][N:3]=1.Br[C:12]1[CH:18]=[CH:17][CH:16]=[CH:15][C:13]=1[NH2:14], predict the reaction product. The product is: [CH3:1][C:2]1[C:6]2[C:12]3[CH:18]=[CH:17][CH:16]=[CH:15][C:13]=3[NH:14][CH2:8][CH2:7][C:5]=2[O:4][N:3]=1.